Predict the reaction yield, written as a fraction of the theoretical maximum amount of product (1.0 means a 100% yield; for example, 0.34 means a 34% yield). From a dataset of Reaction yield outcomes from USPTO patents with 853,638 reactions. (1) The reactants are [I-].[C:9]1([I+][C:9]2[CH:14]=[CH:13][CH:12]=[CH:11][CH:10]=2)[CH:14]=[CH:13][CH:12]=[CH:11][CH:10]=1.[OH:15][C:16]1[CH:17]=[N:18][C:19]([CH3:22])=[CH:20][CH:21]=1.CC(C)([O-])C.[K+].O1CCCC1. The catalyst is O. The product is [CH3:22][C:19]1[CH:20]=[CH:21][C:16]([O:15][C:9]2[CH:10]=[CH:11][CH:12]=[CH:13][CH:14]=2)=[CH:17][N:18]=1. The yield is 0.560. (2) The reactants are [NH2:1][C@@H:2]1[C@H:11]([CH2:12][C:13]2[CH:18]=[CH:17][CH:16]=[CH:15][CH:14]=2)[C:10]2[CH:9]=[C:8]([OH:19])[CH:7]=[CH:6][C:5]=2[CH2:4][CH2:3]1.Br[CH2:21][CH2:22][CH2:23]Br.C(NC(C)C)(C)C. The catalyst is C(#N)C. The product is [N:1]1([C@@H:2]2[C@H:11]([CH2:12][C:13]3[CH:14]=[CH:15][CH:16]=[CH:17][CH:18]=3)[C:10]3[CH:9]=[C:8]([OH:19])[CH:7]=[CH:6][C:5]=3[CH2:4][CH2:3]2)[CH2:23][CH2:22][CH2:21]1. The yield is 0.730. (3) The reactants are C1(C)C=CC(S(O[CH:11]([CH2:13]/[CH:14]=[CH:15]/[C:16]2[CH:17]=[N:18][CH:19]=[CH:20][CH:21]=2)[CH3:12])(=O)=O)=CC=1.[CH3:23][NH2:24]. The catalyst is C(O)C. The product is [CH3:23][NH:24][CH:11]([CH2:13]/[CH:14]=[CH:15]/[C:16]1[CH:17]=[N:18][CH:19]=[CH:20][CH:21]=1)[CH3:12]. The yield is 0.516.